Task: Predict the product of the given reaction.. Dataset: Forward reaction prediction with 1.9M reactions from USPTO patents (1976-2016) (1) Given the reactants Br[C:2]1[CH:3]=[C:4]([CH:8]=[C:9]([C:11]([O:13]C)=O)[CH:10]=1)[C:5]([OH:7])=[O:6].N(OC[CH2:19][CH2:20][CH3:21])=O.C(#N)C.[NH2:25][C:26]1C=C(C=[C:33](C(OC)=O)[CH:34]=1)C(O)=O, predict the reaction product. The product is: [CH2:19]([N:25]([CH2:26][CH2:34][CH3:33])[C:11]([C:9]1[CH:8]=[C:4]([CH:3]=[CH:2][CH:10]=1)[C:5]([OH:7])=[O:6])=[O:13])[CH2:20][CH3:21]. (2) Given the reactants [NH2:1][C:2]1[C:3]([C:9]([NH:11][C:12]2[CH:13]=[N:14][CH:15]=[CH:16][C:17]=2[C@@H:18]2[CH2:23][C@H:22]([CH3:24])[C@@:21]([CH2:26][CH3:27])([OH:25])[C@H:20]([O:28][Si:29]([C:32]([CH3:35])([CH3:34])[CH3:33])([CH3:31])[CH3:30])[CH2:19]2)=[O:10])=[N:4][C:5](Br)=[CH:6][CH:7]=1.[CH3:36][C:37]1([CH3:53])[C:41]([CH3:43])([CH3:42])[O:40][B:39]([B:39]2[O:40][C:41]([CH3:43])([CH3:42])[C:37]([CH3:53])([CH3:36])[O:38]2)[O:38]1.C1(P(C2CCCCC2)C2CCCCC2)CCCCC1, predict the reaction product. The product is: [NH2:1][C:2]1[C:3]([C:9]([NH:11][C:12]2[CH:13]=[N:14][CH:15]=[CH:16][C:17]=2[C@@H:18]2[CH2:23][C@H:22]([CH3:24])[C@@:21]([CH2:26][CH3:27])([OH:25])[C@H:20]([O:28][Si:29]([C:32]([CH3:35])([CH3:34])[CH3:33])([CH3:31])[CH3:30])[CH2:19]2)=[O:10])=[N:4][C:5]([B:39]2[O:40][C:41]([CH3:43])([CH3:42])[C:37]([CH3:53])([CH3:36])[O:38]2)=[CH:6][CH:7]=1.